This data is from Full USPTO retrosynthesis dataset with 1.9M reactions from patents (1976-2016). The task is: Predict the reactants needed to synthesize the given product. (1) Given the product [OH:28][C@H:25]1[CH2:26][CH2:27][C@H:22]([N:11]2[C:10](=[O:29])[C:9]([CH2:8][C:6]3[CH:5]=[CH:4][C:3]([C:30]4[C:31]([C:36]#[N:37])=[CH:32][CH:33]=[CH:34][CH:35]=4)=[C:2]([CH3:1])[CH:7]=3)=[C:14]([CH2:15][CH2:16][CH3:17])[N:13]3[N:18]=[C:19]([CH3:21])[N:20]=[C:12]23)[CH2:23][CH2:24]1, predict the reactants needed to synthesize it. The reactants are: [CH3:1][C:2]1[CH:7]=[C:6]([CH2:8][C:9]2[C:10](=[O:29])[N:11]([CH:22]3[CH2:27][CH2:26][C:25](=[O:28])[CH2:24][CH2:23]3)[C:12]3[N:13]([N:18]=[C:19]([CH3:21])[N:20]=3)[C:14]=2[CH2:15][CH2:16][CH3:17])[CH:5]=[CH:4][C:3]=1[C:30]1[C:31]([C:36]#[N:37])=[CH:32][CH:33]=[CH:34][CH:35]=1.O1CCCC1.[BH4-].[Na+]. (2) Given the product [Br:8][C:9]1[CH:5]=[C:4]2[C:1]([C:3]3[CH:14]=[CH:15][C:16]([C:38]4[C:41]5[C:40](=[O:50])[N:39]=[C:38]([C:16]6[CH:15]=[CH:14][C:13]7[C:12]8[C:20](=[CH:21][C:9]([Br:8])=[CH:10][CH:11]=8)[C:19]([CH2:30][CH2:31][CH2:32][CH2:33][CH2:34][CH2:35][CH2:36][CH3:37])([CH2:22][CH2:23][CH2:24][CH2:25][CH2:26][CH2:27][CH2:28][CH3:29])[C:18]=7[CH:17]=6)[C:42]=5[C:43](=[O:45])[N:39]=4)=[CH:17][C:18]=3[C:19]2([CH2:30][CH2:31][CH2:32][CH2:33][CH2:34][CH2:35][CH2:36][CH3:37])[CH2:22][CH2:23][CH2:24][CH2:25][CH2:26][CH2:27][CH2:28][CH3:29])=[CH:2][CH:10]=1, predict the reactants needed to synthesize it. The reactants are: [C:1](O)([CH2:4][CH3:5])([CH3:3])[CH3:2].[Na].[Br:8][C:9]1[CH:21]=[C:20]2[C:12]([C:13]3[CH:14]=[CH:15][C:16]([C:38]#[N:39])=[CH:17][C:18]=3[C:19]2([CH2:30][CH2:31][CH2:32][CH2:33][CH2:34][CH2:35][CH2:36][CH3:37])[CH2:22][CH2:23][CH2:24][CH2:25][CH2:26][CH2:27][CH2:28][CH3:29])=[CH:11][CH:10]=1.[C:40]([O:50]C(C)C)(=O)[CH2:41][CH2:42][C:43]([O:45]C(C)C)=O. (3) Given the product [F:1][C:2]1[CH:7]=[CH:6][C:5]([F:8])=[CH:4][C:3]=1[C:9]([CH3:20])([CH3:19])[CH2:10][C:11]([OH:14])([C:15]([F:16])([F:17])[F:18])[CH:12]=[O:13], predict the reactants needed to synthesize it. The reactants are: [F:1][C:2]1[CH:7]=[CH:6][C:5]([F:8])=[CH:4][C:3]=1[C:9]([CH3:20])([CH3:19])[CH2:10][C:11]([C:15]([F:18])([F:17])[F:16])([OH:14])[CH2:12][OH:13].ClCCl.CS(C)=O.[Cl-].[NH4+]. (4) Given the product [Br:1][C:2]1[CH:3]=[C:4]([CH:5]=[C:6]([N+:8]([O-:10])=[O:9])[CH:7]=1)[O:11][CH2:19][CH2:20][NH:21][C:22](=[O:28])[O:23][C:24]([CH3:27])([CH3:26])[CH3:25], predict the reactants needed to synthesize it. The reactants are: [Br:1][C:2]1[CH:3]=[C:4]([OH:11])[CH:5]=[C:6]([N+:8]([O-:10])=[O:9])[CH:7]=1.C(=O)([O-])[O-].[Cs+].[Cs+].Br[CH2:19][CH2:20][NH:21][C:22](=[O:28])[O:23][C:24]([CH3:27])([CH3:26])[CH3:25].